Dataset: Forward reaction prediction with 1.9M reactions from USPTO patents (1976-2016). Task: Predict the product of the given reaction. (1) Given the reactants [CH3:1][C:2]([N+:10]([O-])=O)([CH3:9])[CH2:3][CH2:4][S:5]([CH3:8])(=[O:7])=[O:6].C(=O)([O-])[O-].[H][H], predict the reaction product. The product is: [CH3:1][C:2]([NH2:10])([CH2:3][CH2:4][S:5]([CH3:8])(=[O:7])=[O:6])[CH3:9]. (2) Given the reactants [CH2:1]([O:3][C:4]([C:6]1[CH:7]=[C:8]([C:12]2[CH:17]=[CH:16][C:15]([O:18]CC3C=CC=CC=3)=[CH:14][CH:13]=2)[CH:9]=[CH:10][CH:11]=1)=[O:5])[CH3:2].Cl.FC(F)(F)C(O)=O, predict the reaction product. The product is: [CH2:1]([O:3][C:4]([C:6]1[CH:7]=[C:8]([C:12]2[CH:13]=[CH:14][C:15]([OH:18])=[CH:16][CH:17]=2)[CH:9]=[CH:10][CH:11]=1)=[O:5])[CH3:2].